This data is from Full USPTO retrosynthesis dataset with 1.9M reactions from patents (1976-2016). The task is: Predict the reactants needed to synthesize the given product. (1) Given the product [F:15][C:10]1[CH:11]=[C:12]2[C:7](=[C:8]([C:16]3[CH:21]=[CH:20][CH:19]=[CH:18][C:17]=3[O:22][CH3:23])[CH:9]=1)[O:6][C@@H:5]([CH2:4][NH2:1])[CH2:14][CH2:13]2, predict the reactants needed to synthesize it. The reactants are: [N:1]([CH2:4][C@H:5]1[CH2:14][CH2:13][C:12]2[C:7](=[C:8]([C:16]3[CH:21]=[CH:20][CH:19]=[CH:18][C:17]=3[O:22][CH3:23])[CH:9]=[C:10]([F:15])[CH:11]=2)[O:6]1)=[N+]=[N-].C1(P(C2C=CC=CC=2)C2C=CC=CC=2)C=CC=CC=1.CO. (2) Given the product [Cl:1][C:2]1[CH:22]=[CH:21][C:5]([O:6][C:7]2[C:15]3[C:10](=[CH:11][CH:12]=[C:13]([C:16]([F:19])([F:17])[F:18])[CH:14]=3)[N:9]([CH2:30][C:31]([O:33][CH3:34])=[O:32])[C:8]=2[CH3:20])=[CH:4][CH:3]=1, predict the reactants needed to synthesize it. The reactants are: [Cl:1][C:2]1[CH:22]=[CH:21][C:5]([O:6][C:7]2[C:15]3[C:10](=[CH:11][CH:12]=[C:13]([C:16]([F:19])([F:18])[F:17])[CH:14]=3)[NH:9][C:8]=2[CH3:20])=[CH:4][CH:3]=1.C(=O)([O-])[O-].[K+].[K+].Br[CH2:30][C:31]([O:33][CH3:34])=[O:32]. (3) Given the product [C:1]([O:5][C:6]([NH:8][CH2:9][CH:10]([O:20][S:21]([CH3:24])(=[O:23])=[O:22])[CH2:11][NH:12][C:13](=[O:19])[O:14][C:15]([CH3:18])([CH3:17])[CH3:16])=[O:7])([CH3:4])([CH3:2])[CH3:3], predict the reactants needed to synthesize it. The reactants are: [C:1]([O:5][C:6]([NH:8][CH2:9][CH:10]([OH:20])[CH2:11][NH:12][C:13](=[O:19])[O:14][C:15]([CH3:18])([CH3:17])[CH3:16])=[O:7])([CH3:4])([CH3:3])[CH3:2].[S:21](Cl)([CH3:24])(=[O:23])=[O:22]. (4) Given the product [CH3:1][O:2][C:3]1[CH:4]=[C:5]2[C:10](=[CH:11][CH:12]=1)[N:9]=[CH:8][N:7]([C:13]1[CH:14]=[C:15]([CH:20]=[CH:21][C:22]=1[CH3:23])[C:16]([OH:18])=[O:17])[C:6]2=[O:24], predict the reactants needed to synthesize it. The reactants are: [CH3:1][O:2][C:3]1[CH:4]=[C:5]2[C:10](=[CH:11][CH:12]=1)[N:9]=[CH:8][N:7]([C:13]1[CH:14]=[C:15]([CH:20]=[CH:21][C:22]=1[CH3:23])[C:16]([O:18]C)=[O:17])[C:6]2=[O:24].[OH-].[Na+].Cl. (5) Given the product [CH3:15][O:16][C:17]1[CH:18]=[C:19](/[C:20](=[CH:13]/[C:11]2[S:12][C:8]([N:5]3[CH2:4][CH2:3][CH:2]([OH:1])[CH2:7][CH2:6]3)=[CH:9][CH:10]=2)/[C:21]#[N:22])[CH:23]=[CH:24][C:25]=1[O:26][CH3:27], predict the reactants needed to synthesize it. The reactants are: [OH:1][CH:2]1[CH2:7][CH2:6][N:5]([C:8]2[S:12][C:11]([CH:13]=O)=[CH:10][CH:9]=2)[CH2:4][CH2:3]1.[CH3:15][O:16][C:17]1[CH:18]=[C:19]([CH:23]=[CH:24][C:25]=1[O:26][CH3:27])[CH2:20][C:21]#[N:22].[O-]CC.[Na+].O. (6) Given the product [CH:1]([NH:4][C:5]([N:7]1[C:15]2[C:10](=[CH:11][C:12]([C:16]([F:18])([F:19])[F:17])=[CH:13][CH:14]=2)[C:9]([NH:20][CH2:21][C:22](=[O:28])[NH:23][CH:24]2[CH2:25][N:26]([CH:35]3[CH2:36][CH2:37][CH:32]([CH:29]([CH3:31])[CH3:30])[CH2:33][CH2:34]3)[CH2:27]2)=[N:8]1)=[O:6])([CH3:3])[CH3:2], predict the reactants needed to synthesize it. The reactants are: [CH:1]([NH:4][C:5]([N:7]1[C:15]2[C:10](=[CH:11][C:12]([C:16]([F:19])([F:18])[F:17])=[CH:13][CH:14]=2)[C:9]([NH:20][CH2:21][C:22](=[O:28])[NH:23][CH:24]2[CH2:27][NH:26][CH2:25]2)=[N:8]1)=[O:6])([CH3:3])[CH3:2].[CH:29]([CH:32]1[CH2:37][CH2:36][C:35](=O)[CH2:34][CH2:33]1)([CH3:31])[CH3:30]. (7) Given the product [F:26][C:23]1[CH:22]=[CH:21][C:20]([CH2:19][CH:14]2[CH2:13][N:12]([CH2:11][CH2:10][CH2:9][NH2:8])[CH2:18][CH2:17][CH2:16][O:15]2)=[CH:25][CH:24]=1, predict the reactants needed to synthesize it. The reactants are: C([NH:8][CH2:9][CH2:10][CH2:11][N:12]1[CH2:18][CH2:17][CH2:16][O:15][CH:14]([CH2:19][C:20]2[CH:25]=[CH:24][C:23]([F:26])=[CH:22][CH:21]=2)[CH2:13]1)C1C=CC=CC=1. (8) Given the product [Br:17][C:18]1[CH:23]=[CH:22][C:21]([O:24][CH2:2][C:3]2[C:8]([CH3:9])=[CH:7][CH:6]=[CH:5][C:4]=2[N:10]2[C:14](=[O:15])[N:13]([CH3:16])[N:12]=[N:11]2)=[CH:20][C:19]=1[C:25]#[N:26], predict the reactants needed to synthesize it. The reactants are: Br[CH2:2][C:3]1[C:8]([CH3:9])=[CH:7][CH:6]=[CH:5][C:4]=1[N:10]1[C:14](=[O:15])[N:13]([CH3:16])[N:12]=[N:11]1.[Br:17][C:18]1[CH:23]=[CH:22][C:21]([OH:24])=[CH:20][C:19]=1[C:25]#[N:26].C(=O)([O-])[O-].[K+].[K+].C(#N)C. (9) Given the product [Br:1][C:2]1[C:3](=[O:17])[NH:4][C:5](=[O:16])[N:6]([CH2:19][C:20]2[CH:29]=[CH:28][C:27]3[C:22](=[CH:23][CH:24]=[CH:25][CH:26]=3)[CH:21]=2)[N:7]=1, predict the reactants needed to synthesize it. The reactants are: [Br:1][C:2]1[C:3](=[O:17])[NH:4][C:5](=[O:16])[N:6](CCC2C=CC=CC=2)[N:7]=1.Br[CH2:19][C:20]1[CH:29]=[CH:28][C:27]2[C:22](=[CH:23][CH:24]=[CH:25][CH:26]=2)[CH:21]=1.C(I)CC1C=CC=CC=1. (10) Given the product [Cl:20][C:21]1[CH:22]=[C:23]([CH2:27][C:28]([NH:1][N:2]2[N:11]=[C:10]([C:12]3[CH:17]=[CH:16][C:15]([Cl:18])=[CH:14][CH:13]=3)[C:9]3[C:4](=[CH:5][CH:6]=[CH:7][CH:8]=3)[C:3]2=[O:19])=[O:29])[CH:24]=[CH:25][CH:26]=1, predict the reactants needed to synthesize it. The reactants are: [NH2:1][N:2]1[N:11]=[C:10]([C:12]2[CH:17]=[CH:16][C:15]([Cl:18])=[CH:14][CH:13]=2)[C:9]2[C:4](=[CH:5][CH:6]=[CH:7][CH:8]=2)[C:3]1=[O:19].[Cl:20][C:21]1[CH:22]=[C:23]([CH2:27][C:28](O)=[O:29])[CH:24]=[CH:25][CH:26]=1.